This data is from Reaction yield outcomes from USPTO patents with 853,638 reactions. The task is: Predict the reaction yield, written as a fraction of the theoretical maximum amount of product (1.0 means a 100% yield; for example, 0.34 means a 34% yield). The reactants are CCN(C(C)C)C(C)C.F[P-](F)(F)(F)(F)F.CN(C(N(C)C)=[N+]1C2C(=NC=CC=2)[N+]([O-])=N1)C.Cl.[NH2:35][N:36]([CH:45]([CH3:47])[CH3:46])[C:37]([NH:39][CH2:40][C:41]([F:44])([F:43])[F:42])=[O:38].[F:48][C:49]([F:76])([F:75])[C:50]1[CH:58]=[C:57](/[CH:59]=[CH:60]/[CH:61]([C:66]2[CH:71]=[C:70]([Cl:72])[C:69]([Cl:73])=[C:68]([Cl:74])[CH:67]=2)[C:62]([F:65])([F:64])[F:63])[CH:56]=[CH:55][C:51]=1[C:52](O)=[O:53]. The catalyst is CN(C=O)C.O. The product is [CH:45]([N:36]([C:37]([NH:39][CH2:40][C:41]([F:43])([F:42])[F:44])=[O:38])[NH:35][C:52](=[O:53])[C:51]1[CH:55]=[CH:56][C:57](/[CH:59]=[CH:60]/[CH:61]([C:66]2[CH:67]=[C:68]([Cl:74])[C:69]([Cl:73])=[C:70]([Cl:72])[CH:71]=2)[C:62]([F:63])([F:64])[F:65])=[CH:58][C:50]=1[C:49]([F:75])([F:76])[F:48])([CH3:47])[CH3:46]. The yield is 0.290.